This data is from Peptide-MHC class II binding affinity with 134,281 pairs from IEDB. The task is: Regression. Given a peptide amino acid sequence and an MHC pseudo amino acid sequence, predict their binding affinity value. This is MHC class II binding data. (1) The peptide sequence is RGLKLATALSLSNKF. The MHC is DRB1_1501 with pseudo-sequence DRB1_1501. The binding affinity (normalized) is 0.893. (2) The peptide sequence is TLTPMMSSKFPELGM. The MHC is DRB1_1501 with pseudo-sequence DRB1_1501. The binding affinity (normalized) is 0.185. (3) The peptide sequence is FEIKCTKPEACSGEPVVVHI. The MHC is HLA-DQA10501-DQB10201 with pseudo-sequence HLA-DQA10501-DQB10201. The binding affinity (normalized) is 0.169. (4) The peptide sequence is EKKAFAATQFEPLAA. The MHC is HLA-DQA10501-DQB10201 with pseudo-sequence HLA-DQA10501-DQB10201. The binding affinity (normalized) is 0.381. (5) The peptide sequence is ASKNFHLQKNTIGTG. The MHC is DRB1_0701 with pseudo-sequence DRB1_0701. The binding affinity (normalized) is 0.424.